The task is: Binary Classification. Given a T-cell receptor sequence (or CDR3 region) and an epitope sequence, predict whether binding occurs between them.. This data is from TCR-epitope binding with 47,182 pairs between 192 epitopes and 23,139 TCRs. (1) The epitope is FVRATATIPI. The TCR CDR3 sequence is CASKYLGAPEAFF. Result: 0 (the TCR does not bind to the epitope). (2) The epitope is ITEEVGHTDLMAAY. The TCR CDR3 sequence is CATSDFGTEAFF. Result: 0 (the TCR does not bind to the epitope). (3) The TCR CDR3 sequence is CASSAGATPGYSYNEQFF. The epitope is KLSYGIATV. Result: 1 (the TCR binds to the epitope). (4) The epitope is PKYVKQNTLKLAT. The TCR CDR3 sequence is CASSSGPPAKAFF. Result: 1 (the TCR binds to the epitope). (5) The epitope is YVLDHLIVV. The TCR CDR3 sequence is CASSGGASGIYNEQFF. Result: 0 (the TCR does not bind to the epitope). (6) The epitope is FLPRVFSAV. The TCR CDR3 sequence is CSVEGHSGGTYNEQFF. Result: 0 (the TCR does not bind to the epitope).